Dataset: Full USPTO retrosynthesis dataset with 1.9M reactions from patents (1976-2016). Task: Predict the reactants needed to synthesize the given product. (1) Given the product [CH2:5]([N:4]([CH2:7][C:8]1[CH:9]=[CH:10][C:11]([C:14]2[N:15]([CH3:37])[C:16]3[C:21](/[C:22](=[CH:24]\[CH:25]=[CH:26]\[CH:27]4[N:31]([CH3:32])[C:30]5[CH:33]=[CH:34][CH:35]=[CH:36][C:29]=5[S:28]4)/[CH:23]=2)=[CH:20][CH:19]=[CH:18][CH:17]=3)=[CH:12][CH:13]=1)[CH2:2][CH3:3])[CH3:6], predict the reactants needed to synthesize it. The reactants are: [I-].[CH2:2]([N:4]([CH2:7][C:8]1[CH:13]=[CH:12][C:11]([C:14]2[N:15]([CH3:37])[C:16]3[C:21](/[C:22](=[CH:24]\[CH:25]=[CH:26]\[C:27]4[S:28][C:29]5[CH:36]=[CH:35][CH:34]=[CH:33][C:30]=5[N+:31]=4[CH3:32])/[CH:23]=2)=[CH:20][CH:19]=[CH:18][CH:17]=3)=[CH:10][CH:9]=1)[CH2:5][CH3:6])[CH3:3].[BH4-].[Na+].C(N(CC1C=CC(C2N(C3C=CC=CC=3)C3C(/C(=C\C=C\C4(C)NC5C=CC=CC=5S4)/C=2)=CC=CC=3)=CC=1)CC)C. (2) Given the product [C:1]([O:5][C:6]([N:8]1[CH2:13][CH2:12][CH:11]([CH2:14][C:15]2[CH:20]=[CH:19][C:18]([N:21]([CH3:28])[S:22]([CH3:25])(=[O:24])=[O:23])=[CH:17][CH:16]=2)[CH2:10][CH2:9]1)=[O:7])([CH3:3])([CH3:4])[CH3:2], predict the reactants needed to synthesize it. The reactants are: [C:1]([O:5][C:6]([N:8]1[CH2:13][CH2:12][CH:11]([CH2:14][C:15]2[CH:20]=[CH:19][C:18]([NH:21][S:22]([CH3:25])(=[O:24])=[O:23])=[CH:17][CH:16]=2)[CH2:10][CH2:9]1)=[O:7])([CH3:4])([CH3:3])[CH3:2].[H-].[Na+].[CH3:28]I. (3) Given the product [Cl:37][C:38]1[CH:43]=[CH:42][C:41]([C:44]2([CH3:70])[C:48]([C:50]3[CH:55]=[CH:54][C:53]([Cl:56])=[CH:52][CH:51]=3)([CH3:49])[NH:47][C:46]([C:57]3[CH:62]=[CH:61][C:60]([CH:63]4[CH2:65][CH2:64]4)=[CH:59][C:58]=3[O:67][CH2:68][CH3:69])=[N:45]2)=[CH:40][CH:39]=1, predict the reactants needed to synthesize it. The reactants are: C1(C2C=CC(C(Cl)=O)=C(OCC)C=2)CC1.BrC1C=CC(C(O)=O)=C(O)C=1.ICC.C1(B(O)O)CC1.[Cl-].[Cl:37][C:38]1[CH:43]=[CH:42][C:41]([C:44]2([CH3:70])[C:48]([C:50]3[CH:55]=[CH:54][C:53]([Cl:56])=[CH:52][CH:51]=3)([CH3:49])[NH:47][C:46]([C:57]3[CH:62]=[CH:61][C:60]([C:63](C)([CH3:65])[CH3:64])=[CH:59][C:58]=3[O:67][CH2:68][CH3:69])=[N:45]2)=[CH:40][CH:39]=1.